This data is from Experimentally validated miRNA-target interactions with 360,000+ pairs, plus equal number of negative samples. The task is: Binary Classification. Given a miRNA mature sequence and a target amino acid sequence, predict their likelihood of interaction. The miRNA is hsa-miR-103b with sequence UCAUAGCCCUGUACAAUGCUGCU. The protein sequence of the target gene is MGAAGSSALARFVLLAQSRPGWLGVAALGLTAVALGAVAWRRAWPTRRRRLLQQVGTVAQLWIYPVKSCKGVPVSEAECTAMGLRSGNLRDRFWLVINQEGNMVTARQEPRLVLISLTCDGDTLTLSAAYTKDLLLPIKTPTTNAVHKCRVHGLEIEGRDCGEATAQWITSFLKSQPYRLVHFEPHMRPRRPHQIADLFRPKDQIAYSDTSPFLILSEASLADLNSRLEKKVKATNFRPNIVISGCDVYAEDSWDELLIGDVELKRVMACSRCILTTVDPDTGVMSRKEPLETLKSYRQC.... Result: 0 (no interaction).